This data is from Catalyst prediction with 721,799 reactions and 888 catalyst types from USPTO. The task is: Predict which catalyst facilitates the given reaction. (1) Reactant: [NH2:1][C:2]1[C:7]([Cl:8])=[C:6]([Cl:9])[N:5]=[C:4]([C:10]([OH:12])=O)[CH:3]=1.F[P-](F)(F)(F)(F)F.N1(O[P+](N(C)C)(N(C)C)N(C)C)C2C=CC=CC=2N=N1.Cl.Cl.Cl.[N:43]1[CH:48]=[CH:47][CH:46]=[CH:45][C:44]=1[C:49]1[S:50][C:51]([CH2:54][N:55]2[CH2:60][CH2:59][CH:58]([CH2:61][NH2:62])[CH2:57][CH2:56]2)=[CH:52][N:53]=1.C(=O)(O)[O-].[Na+]. Product: [NH2:1][C:2]1[C:7]([Cl:8])=[C:6]([Cl:9])[N:5]=[C:4]([C:10]([NH:62][CH2:61][CH:58]2[CH2:59][CH2:60][N:55]([CH2:54][C:51]3[S:50][C:49]([C:44]4[CH:45]=[CH:46][CH:47]=[CH:48][N:43]=4)=[N:53][CH:52]=3)[CH2:56][CH2:57]2)=[O:12])[CH:3]=1. The catalyst class is: 842. (2) Reactant: C(OC([N:8]1[CH2:11][CH:10]([NH:12][C:13]([C:15]2[C:16]3[CH2:17][C@H:18]4[CH2:31][C@H:19]4[C:20]=3[N:21]([C:23]3[CH:28]=[CH:27][C:26]([F:29])=[CH:25][C:24]=3[F:30])[N:22]=2)=[O:14])[CH2:9]1)=O)(C)(C)C. Product: [NH:8]1[CH2:11][CH:10]([NH:12][C:13]([C:15]2[C:16]3[CH2:17][C@H:18]4[CH2:31][C@H:19]4[C:20]=3[N:21]([C:23]3[CH:28]=[CH:27][C:26]([F:29])=[CH:25][C:24]=3[F:30])[N:22]=2)=[O:14])[CH2:9]1. The catalyst class is: 137.